Dataset: Catalyst prediction with 721,799 reactions and 888 catalyst types from USPTO. Task: Predict which catalyst facilitates the given reaction. (1) Reactant: CC([Si](C)(C)[O:6][C:7]1[CH:16]=[CH:15][CH:14]=[C:13]2[C:8]=1[CH2:9][CH2:10][C:11]1[N:12]2[CH:17]=[N:18][C:19]=1[C:20]([O:22][CH2:23][CH3:24])=[O:21])(C)C.[F-].C([N+](CCCC)(CCCC)CCCC)CCC.[Cl-].[NH4+]. Product: [OH:6][C:7]1[CH:16]=[CH:15][CH:14]=[C:13]2[C:8]=1[CH2:9][CH2:10][C:11]1[N:12]2[CH:17]=[N:18][C:19]=1[C:20]([O:22][CH2:23][CH3:24])=[O:21]. The catalyst class is: 1. (2) Reactant: Cl[CH2:2][C:3]([NH:5][C:6]1[CH:11]=[CH:10][C:9]([N+:12]([O-:14])=[O:13])=[CH:8][CH:7]=1)=[O:4].Cl.[F:16][C:17]1[CH:29]=[CH:28][C:20]([CH2:21][CH:22]2[CH2:27][CH2:26][NH:25][CH2:24][CH2:23]2)=[CH:19][CH:18]=1. Product: [F:16][C:17]1[CH:18]=[CH:19][C:20]([CH2:21][CH:22]2[CH2:23][CH2:24][N:25]([CH2:2][C:3]([NH:5][C:6]3[CH:11]=[CH:10][C:9]([N+:12]([O-:14])=[O:13])=[CH:8][CH:7]=3)=[O:4])[CH2:26][CH2:27]2)=[CH:28][CH:29]=1. The catalyst class is: 27.